This data is from Full USPTO retrosynthesis dataset with 1.9M reactions from patents (1976-2016). The task is: Predict the reactants needed to synthesize the given product. (1) Given the product [OH:24][CH2:23][C@H:22]([NH:21][C:17]1[CH:16]=[C:15]([C:6]2[N:5]=[C:4]3[CH2:3][C:2](=[O:1])[NH:10][C:9]3=[CH:8][CH:7]=2)[CH:20]=[N:19][CH:18]=1)[C:25]1[CH:30]=[CH:29][CH:28]=[CH:27][CH:26]=1, predict the reactants needed to synthesize it. The reactants are: [O:1]=[C:2]1[NH:10][C:9]2[C:4](=[N:5][C:6](B(O)O)=[CH:7][CH:8]=2)[CH2:3]1.Br[C:15]1[CH:16]=[C:17]([NH:21][C@H:22]([C:25]2[CH:30]=[CH:29][CH:28]=[CH:27][CH:26]=2)[CH2:23][OH:24])[CH:18]=[N:19][CH:20]=1.C(=O)([O-])[O-].[K+].[K+]. (2) Given the product [F:29][C:26]([F:27])([F:28])[C:21]1[CH:22]=[CH:23][CH:24]=[CH:25][C:20]=1[CH:19]([O:18][CH:16]1[CH2:17][NH:14][CH2:15]1)[C:30]1[CH:35]=[CH:34][C:33]([O:36][CH3:37])=[CH:32][CH:31]=1, predict the reactants needed to synthesize it. The reactants are: C([N:14]1[CH2:17][CH:16]([O:18][CH:19]([C:30]2[CH:35]=[CH:34][C:33]([O:36][CH3:37])=[CH:32][CH:31]=2)[C:20]2[CH:25]=[CH:24][CH:23]=[CH:22][C:21]=2[C:26]([F:29])([F:28])[F:27])[CH2:15]1)(C1C=CC=CC=1)C1C=CC=CC=1.Cl.ClC1C=CC=CC=1C(OC1CNC1)C1C=CC(Cl)=CC=1.